This data is from Forward reaction prediction with 1.9M reactions from USPTO patents (1976-2016). The task is: Predict the product of the given reaction. (1) Given the reactants [CH:1]1([CH2:4][C:5]2[CH:6]=[C:7]([CH:12]=[CH:13][CH:14]=2)[C:8](OC)=[O:9])[CH2:3][CH2:2]1.[BH4-].[Li+], predict the reaction product. The product is: [CH:1]1([CH2:4][C:5]2[CH:6]=[C:7]([CH2:8][OH:9])[CH:12]=[CH:13][CH:14]=2)[CH2:2][CH2:3]1. (2) Given the reactants Br[C:2]1[CH:3]=[CH:4][C:5]([O:8][CH:9]2[CH2:14][CH2:13][CH:12]([C:15]([N:17]3[CH2:22][CH2:21][N:20]([CH:23]([CH3:25])[CH3:24])[CH2:19][CH2:18]3)=[O:16])[CH2:11][CH2:10]2)=[N:6][CH:7]=1.[F:26][C:27]1[CH:28]=[C:29](B(O)O)[CH:30]=[CH:31][C:32]=1[F:33].C(=O)([O-])[O-].[Na+].[Na+].C1(C)C=CC=CC=1, predict the reaction product. The product is: [F:26][C:27]1[CH:28]=[C:29]([C:2]2[CH:3]=[CH:4][C:5]([O:8][C@H:9]3[CH2:14][CH2:13][C@H:12]([C:15]([N:17]4[CH2:22][CH2:21][N:20]([CH:23]([CH3:25])[CH3:24])[CH2:19][CH2:18]4)=[O:16])[CH2:11][CH2:10]3)=[N:6][CH:7]=2)[CH:30]=[CH:31][C:32]=1[F:33]. (3) Given the reactants [F:1][C:2]1[CH:7]=[CH:6][C:5]([C:8](=O)[CH3:9])=[C:4]([OH:11])[CH:3]=1.[Cl-].O[NH3+:14].C([O-])(=O)C.[Na+], predict the reaction product. The product is: [F:1][C:2]1[CH:7]=[CH:6][C:5]2[C:8]([CH3:9])=[N:14][O:11][C:4]=2[CH:3]=1.